This data is from Full USPTO retrosynthesis dataset with 1.9M reactions from patents (1976-2016). The task is: Predict the reactants needed to synthesize the given product. (1) Given the product [Br:1][C:2]1[CH:7]=[C:6]([CH2:8][C:9]2[CH:14]=[CH:13][C:12]([CH2:15][CH3:16])=[CH:11][CH:10]=2)[C:5]([Cl:17])=[CH:4][C:3]=1[CH2:18][O:26][CH2:22][CH2:23][C:24]#[CH:25], predict the reactants needed to synthesize it. The reactants are: [Br:1][C:2]1[CH:7]=[C:6]([CH2:8][C:9]2[CH:14]=[CH:13][C:12]([CH2:15][CH3:16])=[CH:11][CH:10]=2)[C:5]([Cl:17])=[CH:4][C:3]=1[CH2:18]Br.[OH-].[Na+].[CH2:22]([OH:26])[CH2:23][C:24]#[CH:25]. (2) Given the product [CH3:39][N:3]1[C:4]([C:18]2[CH:19]=[C:20]([CH:35]=[CH:36][CH:37]=2)[CH2:21][NH:22][C:23](=[O:34])[C@@H:24]([NH2:26])[CH3:25])=[C:5]([C:7]2[O:8][C:9]([C:12]3[CH:17]=[CH:16][CH:15]=[CH:14][CH:13]=3)=[N:10][N:11]=2)[CH:6]=[N:2]1, predict the reactants needed to synthesize it. The reactants are: C[N:2]1[CH:6]=[C:5]([C:7]2[O:8][C:9]([C:12]3[CH:17]=[CH:16][CH:15]=[CH:14][CH:13]=3)=[N:10][N:11]=2)[C:4]([C:18]2[CH:19]=[C:20]([CH:35]=[CH:36][CH:37]=2)[CH2:21][NH:22][C:23](=[O:34])[C@@H:24]([NH:26]C(=O)OC(C)(C)C)[CH3:25])=[N:3]1.F[C:39](F)(F)C(O)=O.